This data is from Reaction yield outcomes from USPTO patents with 853,638 reactions. The task is: Predict the reaction yield, written as a fraction of the theoretical maximum amount of product (1.0 means a 100% yield; for example, 0.34 means a 34% yield). (1) The reactants are [C:1]1([C:7]2[CH:12]=[C:11]([CH2:13][S:14]([N:17]3[CH2:22][C@H:21]([CH3:23])[NH:20][C@H:19]([CH3:24])[CH2:18]3)(=[O:16])=[O:15])[CH:10]=[CH:9][C:8]=2[NH2:25])[CH2:6][CH2:5][CH2:4][CH2:3][CH:2]=1.C1CN([P+](Br)(N2CCCC2)N2CCCC2)CC1.F[P-](F)(F)(F)(F)F.[K+].[C:51]([C:53]1[N:54]=[C:55]([C:66]([O-])=[O:67])[N:56]([CH2:58][O:59][CH2:60][CH2:61][Si:62]([CH3:65])([CH3:64])[CH3:63])[CH:57]=1)#[N:52].CCN(C(C)C)C(C)C. The catalyst is C(Cl)Cl. The product is [C:1]1([C:7]2[CH:12]=[C:11]([CH2:13][S:14]([N:17]3[CH2:22][C@H:21]([CH3:23])[NH:20][C@H:19]([CH3:24])[CH2:18]3)(=[O:16])=[O:15])[CH:10]=[CH:9][C:8]=2[NH:25][C:66]([C:55]2[N:56]([CH2:58][O:59][CH2:60][CH2:61][Si:62]([CH3:65])([CH3:64])[CH3:63])[CH:57]=[C:53]([C:51]#[N:52])[N:54]=2)=[O:67])[CH2:6][CH2:5][CH2:4][CH2:3][CH:2]=1. The yield is 0.630. (2) The reactants are C([O:8][C:9]1[N:10]=[N:11][C:12]([C:23]2([C:26]3[CH:31]=[CH:30][CH:29]=[CH:28][CH:27]=3)[CH2:25][CH2:24]2)=[CH:13][C:14]=1[O:15]CC1C=CC=CC=1)C1C=CC=CC=1. The catalyst is C(OCC)(=O)C. The product is [OH:15][C:14]1[C:9](=[O:8])[NH:10][N:11]=[C:12]([C:23]2([C:26]3[CH:27]=[CH:28][CH:29]=[CH:30][CH:31]=3)[CH2:25][CH2:24]2)[CH:13]=1. The yield is 0.270. (3) The product is [OH:20][C@@H:14]1[CH2:13][CH:12]2[C@@:17]([CH3:19])([C@@H:18]3[C@@H:9]([CH2:10][CH2:11]2)[C@H:8]2[C@@:4]([CH3:24])([C@@H:5]([C:21]([OH:23])=[O:22])[CH2:6][CH2:7]2)[CH2:3][C@@H:2]3[OH:1])[CH2:16][CH2:15]1. The yield is 0.790. The catalyst is C1COCC1. The reactants are [OH:1][C@@H:2]1[C@H:18]2[C@@H:9]([CH2:10][CH2:11][CH:12]3[C@:17]2([CH3:19])[CH2:16][CH2:15][C:14](=[O:20])[CH2:13]3)[C@H:8]2[C@@:4]([CH3:24])([C@@H:5]([C:21]([OH:23])=[O:22])[CH2:6][CH2:7]2)[CH2:3]1.CCO.[BH4-].[Na+]. (4) The catalyst is CN(C)C=O. The yield is 1.00. The product is [CH2:14]([O:1][C:2]1[CH:3]=[CH:4][C:5]([C:6]([O:8][CH3:9])=[O:7])=[CH:10][CH:11]=1)[CH:13]=[CH2:12]. The reactants are [OH:1][C:2]1[CH:11]=[CH:10][C:5]([C:6]([O:8][CH3:9])=[O:7])=[CH:4][CH:3]=1.[CH2:12](Cl)[CH:13]=[CH2:14].C(=O)([O-])[O-].[K+].[K+].O.